From a dataset of Forward reaction prediction with 1.9M reactions from USPTO patents (1976-2016). Predict the product of the given reaction. (1) Given the reactants [C:1]([O:5][C:6]([NH:8][CH2:9][C:10]1[CH:11]=[N:12][C:13](Cl)=[CH:14][CH:15]=1)=[O:7])([CH3:4])([CH3:3])[CH3:2].[CH:17]1([C:23]#[CH:24])[CH2:22][CH2:21][CH2:20][CH2:19][CH2:18]1.C(N(CC)CC)C.C1COCC1, predict the reaction product. The product is: [C:1]([O:5][C:6]([NH:8][CH2:9][C:10]1[CH:11]=[N:12][C:13]([C:24]#[C:23][CH:17]2[CH2:22][CH2:21][CH2:20][CH2:19][CH2:18]2)=[CH:14][CH:15]=1)=[O:7])([CH3:4])([CH3:3])[CH3:2]. (2) Given the reactants Br[C:2]1[CH:7]=[C:6]([Cl:8])[CH:5]=[CH:4][C:3]=1[S:9][CH2:10][C:11]([O:13]C)=[O:12].[C:15]([C:17]1[CH:18]=[C:19](B(O)O)[CH:20]=[CH:21][CH:22]=1)#[N:16], predict the reaction product. The product is: [Cl:8][C:6]1[CH:5]=[CH:4][C:3]([S:9][CH2:10][C:11]([OH:13])=[O:12])=[C:2]([C:21]2[CH:20]=[CH:19][CH:18]=[C:17]([C:15]#[N:16])[CH:22]=2)[CH:7]=1. (3) Given the reactants [F:1][C:2]([F:11])([F:10])[C:3]1[CH:4]=[C:5]([CH:7]=[CH:8][CH:9]=1)[NH2:6].[Br:12][C:13]1[CH:14]=[C:15]([CH:19]=[CH:20][C:21]=1[F:22])[C:16](Cl)=[O:17], predict the reaction product. The product is: [Br:12][C:13]1[CH:14]=[C:15]([CH:19]=[CH:20][C:21]=1[F:22])[C:16]([NH:6][C:5]1[CH:7]=[CH:8][CH:9]=[C:3]([C:2]([F:10])([F:11])[F:1])[CH:4]=1)=[O:17]. (4) Given the reactants Br[C:2]1[CH:3]=[CH:4][C:5]([O:8][CH3:9])=[N:6][CH:7]=1.[C:10](=[N:23][NH2:24])([C:17]1[CH:22]=[CH:21][CH:20]=[CH:19][CH:18]=1)[C:11]1[CH:16]=[CH:15][CH:14]=[CH:13][CH:12]=1.CC(C)([O-])C.[Na+], predict the reaction product. The product is: [C:11]1([C:10]([C:17]2[CH:22]=[CH:21][CH:20]=[CH:19][CH:18]=2)=[N:23][NH:24][C:2]2[CH:3]=[CH:4][C:5]([O:8][CH3:9])=[N:6][CH:7]=2)[CH:12]=[CH:13][CH:14]=[CH:15][CH:16]=1. (5) Given the reactants [OH:1][CH2:2][CH2:3][N:4]([CH3:17])[C:5]1[N:10]=[CH:9][C:8]([CH:11]([CH3:16])[C:12]([O:14]C)=[O:13])=[CH:7][CH:6]=1.O[Li].O.Cl, predict the reaction product. The product is: [OH:1][CH2:2][CH2:3][N:4]([CH3:17])[C:5]1[N:10]=[CH:9][C:8]([CH:11]([CH3:16])[C:12]([OH:14])=[O:13])=[CH:7][CH:6]=1. (6) Given the reactants [C:1]1(=[N:7][OH:8])CCC[CH2:3][CH2:2]1.[N+:9]([C:12]1[CH:20]=[CH:19][C:15]([C:16]([OH:18])=O)=[CH:14][CH:13]=1)([O-:11])=[O:10].O, predict the reaction product. The product is: [N:7]([CH:1]([O:18][CH2:16][C:15]1[CH:14]=[CH:13][C:12]([N+:9]([O-:11])=[O:10])=[CH:20][CH:19]=1)[CH2:2][CH3:3])=[O:8]. (7) Given the reactants C([O:8][C:9]1[CH:14]=[CH:13][CH:12]=[CH:11][C:10]=1[C:15]1[O:16][C@@H:17]([CH3:30])[C@@H:18]([C:20]([O:22]CC2C=CC=CC=2)=[O:21])[N:19]=1)C1C=CC=CC=1, predict the reaction product. The product is: [OH:8][C:9]1[CH:14]=[CH:13][CH:12]=[CH:11][C:10]=1[C:15]1[O:16][C@@H:17]([CH3:30])[C@@H:18]([C:20]([OH:22])=[O:21])[N:19]=1. (8) Given the reactants [C:1]1([N:11]2[CH2:16][CH2:15][N:14]([CH2:17][CH2:18][CH2:19][CH2:20][O:21][C:22]3[CH:30]=[C:29]4[C:25]([CH:26]=[N:27][NH:28]4)=[CH:24][CH:23]=3)[CH2:13][CH2:12]2)[C:10]2[C:5](=[CH:6]C=C[CH:9]=2)[CH:4]=[CH:3][CH:2]=1.CC1C(C)=CC=CC=1N1CCNCC1, predict the reaction product. The product is: [CH3:9][C:10]1[C:5]([CH3:6])=[CH:4][CH:3]=[CH:2][C:1]=1[N:11]1[CH2:16][CH2:15][N:14]([CH2:17][CH2:18][CH2:19][CH2:20][O:21][C:22]2[CH:30]=[C:29]3[C:25]([CH:26]=[N:27][NH:28]3)=[CH:24][CH:23]=2)[CH2:13][CH2:12]1.